Dataset: Reaction yield outcomes from USPTO patents with 853,638 reactions. Task: Predict the reaction yield, written as a fraction of the theoretical maximum amount of product (1.0 means a 100% yield; for example, 0.34 means a 34% yield). (1) The reactants are Br[C:2]1[CH:3]=[CH:4][C:5]([Cl:16])=[C:6]([CH:15]=1)[NH:7][N:8]1[CH2:13][CH2:12][CH2:11][O:10][C:9]1=[O:14].C[Si]([C:21]#[CH:22])(C)C. The catalyst is C(N(CC)CC)C.Cl[Pd](Cl)([P](C1C=CC=CC=1)(C1C=CC=CC=1)C1C=CC=CC=1)[P](C1C=CC=CC=1)(C1C=CC=CC=1)C1C=CC=CC=1. The product is [Cl:16][C:5]1[CH:4]=[CH:3][C:2]([C:21]#[CH:22])=[CH:15][C:6]=1[NH:7][N:8]1[CH2:13][CH2:12][CH2:11][O:10][C:9]1=[O:14]. The yield is 0.740. (2) The yield is 0.260. The product is [Cl:20]/[CH:18]=[CH:17]/[O:16][C:3]1[C:2]([C:27]2[CH:26]=[N:25][N:24]([CH:21]3[CH2:23][CH2:22]3)[CH:28]=2)=[CH:11][CH:10]=[C:9]2[C:4]=1[CH2:5][CH2:6][C@H:7]([CH3:15])[N:8]2[C:12](=[O:14])[CH3:13]. The catalyst is C1C=CC(P(C2C=CC=CC=2)[C-]2C=CC=C2)=CC=1.C1C=CC(P(C2C=CC=CC=2)[C-]2C=CC=C2)=CC=1.Cl[Pd]Cl.[Fe+2].O. The reactants are Br[C:2]1[C:3]([O:16][CH2:17][CH:18]([Cl:20])Cl)=[C:4]2[C:9](=[CH:10][CH:11]=1)[N:8]([C:12](=[O:14])[CH3:13])[C@@H:7]([CH3:15])[CH2:6][CH2:5]2.[CH:21]1([N:24]2[CH:28]=[C:27](B3OC(C)(C)C(C)(C)O3)[CH:26]=[N:25]2)[CH2:23][CH2:22]1.C(=O)([O-])[O-].[K+].[K+].O1CCOCC1. (3) The reactants are [NH2:1][C:2]1[C:12]([N+:13]([O-])=O)=[CH:11][C:5]([C:6]([O:8][CH2:9][CH3:10])=[O:7])=[C:4]([O:16][CH3:17])[CH:3]=1. The catalyst is CO.[Pd]. The product is [NH2:1][C:2]1[C:12]([NH2:13])=[CH:11][C:5]([C:6]([O:8][CH2:9][CH3:10])=[O:7])=[C:4]([O:16][CH3:17])[CH:3]=1. The yield is 1.00. (4) The reactants are CN(C=O)C.[C:6]([Cl:11])(=O)[C:7](Cl)=[O:8].OC1C(=O)[N:15]([CH:26]([CH3:28])[CH3:27])[S:16](=[O:25])(=[O:24])[C:17]=1[C:18]1[CH:23]=[CH:22][CH:21]=[CH:20][CH:19]=1.O. The catalyst is C(Cl)Cl. The product is [Cl:11][C:6]1[C:7](=[O:8])[N:15]([CH:26]([CH3:28])[CH3:27])[S:16](=[O:24])(=[O:25])[C:17]=1[C:18]1[CH:23]=[CH:22][CH:21]=[CH:20][CH:19]=1. The yield is 0.460. (5) The reactants are [H-].[Li+].[CH2:3]([C:5]1[N:6]=[C:7]([CH2:10][C:11]#[N:12])[S:8][CH:9]=1)[CH3:4].[Cl:13][C:14]1[N:19]=[C:18](Cl)[CH:17]=[CH:16][N:15]=1. The catalyst is C1COCC1. The product is [Cl:13][C:14]1[N:19]=[C:18]([C:10](=[C:7]2[NH:6][C:5]([CH2:3][CH3:4])=[CH:9][S:8]2)[C:11]#[N:12])[CH:17]=[CH:16][N:15]=1. The yield is 0.855. (6) The reactants are [Cl:1][C:2]1[CH2:6][C:5]([CH3:8])([CH3:7])[CH2:4][C:3]=1[CH:9]=O.[CH2:11]([O:13][C:14]([CH:16]=P(C1C=CC=CC=1)(C1C=CC=CC=1)C1C=CC=CC=1)=[O:15])[CH3:12]. The catalyst is C1C=CC=CC=1. The product is [Cl:1][C:2]1[CH2:6][C:5]([CH3:7])([CH3:8])[CH2:4][C:3]=1/[CH:9]=[CH:16]/[C:14]([O:13][CH2:11][CH3:12])=[O:15]. The yield is 0.370. (7) The reactants are [F:1][C:2]1[CH:16]=[CH:15][C:5]2[C:6]3[N:7]([CH:11]=[C:12](I)[N:13]=3)[CH2:8][CH2:9][O:10][C:4]=2[CH:3]=1.C1(P(C2C=CC=CC=2)C2[C:37]3[O:36]C4C(=CC=CC=4P(C4C=CC=CC=4)C4C=CC=CC=4)C(C)(C)C=3C=CC=2)C=CC=CC=1.C[OH:60].C(N(CC)CC)C.Cl. The catalyst is C([O-])(=O)C.[Pd+2].C([O-])(=O)C. The product is [F:1][C:2]1[CH:16]=[CH:15][C:5]2[C:6]3[N:7]([CH:11]=[C:12]([C:37]([OH:36])=[O:60])[N:13]=3)[CH2:8][CH2:9][O:10][C:4]=2[CH:3]=1. The yield is 0.646.